This data is from Full USPTO retrosynthesis dataset with 1.9M reactions from patents (1976-2016). The task is: Predict the reactants needed to synthesize the given product. Given the product [CH3:16][C:17]([NH:18][C:12]([C:10]1[CH:9]=[CH:8][C:7]([CH3:15])=[C:6]([O:5][CH2:4][CH:1]2[CH2:2][CH2:3]2)[N:11]=1)=[O:14])([C:19]1[S:20][CH:21]=[CH:22][N:23]=1)[CH3:24], predict the reactants needed to synthesize it. The reactants are: [CH:1]1([CH2:4][O:5][C:6]2[N:11]=[C:10]([C:12]([OH:14])=O)[CH:9]=[CH:8][C:7]=2[CH3:15])[CH2:3][CH2:2]1.[CH3:16][C:17]([CH3:24])([C:19]1[S:20][CH:21]=[CH:22][N:23]=1)[NH2:18].